From a dataset of Peptide-MHC class II binding affinity with 134,281 pairs from IEDB. Regression. Given a peptide amino acid sequence and an MHC pseudo amino acid sequence, predict their binding affinity value. This is MHC class II binding data. (1) The peptide sequence is RRTEPAAEGVGAASQDL. The MHC is DRB4_0101 with pseudo-sequence DRB4_0103. The binding affinity (normalized) is 0.211. (2) The peptide sequence is IHIGDSSKVTITDTT. The MHC is DRB1_0701 with pseudo-sequence DRB1_0701. The binding affinity (normalized) is 0.183. (3) The peptide sequence is HLRKVILSEISFHLV. The MHC is DRB3_0101 with pseudo-sequence DRB3_0101. The binding affinity (normalized) is 0.702.